Dataset: Forward reaction prediction with 1.9M reactions from USPTO patents (1976-2016). Task: Predict the product of the given reaction. (1) Given the reactants [CH2:1]([N:8]1[C:12]2[C:13](=[O:23])[N:14]([CH3:22])[C:15]([C:18]([O:20][CH3:21])=[O:19])=[C:16]([OH:17])[C:11]=2[CH:10]=[CH:9]1)[C:2]1[CH:7]=[CH:6][CH:5]=[CH:4][CH:3]=1.C(N(CC)CC)C.[S:31](O[S:31]([C:34]([F:37])([F:36])[F:35])(=[O:33])=[O:32])([C:34]([F:37])([F:36])[F:35])(=[O:33])=[O:32], predict the reaction product. The product is: [CH2:1]([N:8]1[C:12]2[C:13](=[O:23])[N:14]([CH3:22])[C:15]([C:18]([O:20][CH3:21])=[O:19])=[C:16]([O:17][S:31]([C:34]([F:37])([F:36])[F:35])(=[O:33])=[O:32])[C:11]=2[CH:10]=[CH:9]1)[C:2]1[CH:7]=[CH:6][CH:5]=[CH:4][CH:3]=1. (2) The product is: [F:17][C:16]([F:18])([F:19])[O:15][C:12]1[CH:11]=[CH:10][C:9]([O:8][CH2:7][C:6]([OH:20])=[O:5])=[CH:14][CH:13]=1. Given the reactants C([O:5][C:6](=[O:20])[CH2:7][O:8][C:9]1[CH:14]=[CH:13][C:12]([O:15][C:16]([F:19])([F:18])[F:17])=[CH:11][CH:10]=1)(C)(C)C, predict the reaction product. (3) Given the reactants Br[C:2]1[N:6]([S:7]([C:10]2[CH:11]=[N:12][CH:13]=[CH:14][CH:15]=2)(=[O:9])=[O:8])[CH:5]=[C:4]([CH2:16][N:17]([CH3:25])[C:18](=[O:24])[O:19][C:20]([CH3:23])([CH3:22])[CH3:21])[CH:3]=1.[Cl:26][C:27]1[C:32](B(O)O)=[CH:31][CH:30]=[CH:29][N:28]=1.C(=O)([O-])O.[Na+].COCCOC, predict the reaction product. The product is: [Cl:26][C:27]1[C:32]([C:2]2[N:6]([S:7]([C:10]3[CH:11]=[N:12][CH:13]=[CH:14][CH:15]=3)(=[O:9])=[O:8])[CH:5]=[C:4]([CH2:16][N:17]([CH3:25])[C:18](=[O:24])[O:19][C:20]([CH3:23])([CH3:22])[CH3:21])[CH:3]=2)=[CH:31][CH:30]=[CH:29][N:28]=1. (4) Given the reactants COC(C1ON=C(OC[C:12]2[C:13]([CH2:18]CCC)=[N:14]OC=2C)C=1)=O.CO[C:24]([C:26]1[O:30][N:29]=[C:28]([O:31][CH2:32][C:33]2[C:34]([C:39]3[CH:44]=[CH:43][CH:42]=CN=3)=[N:35][O:36][C:37]=2[CH3:38])[CH:27]=1)=[O:25].[CH2:45]([CH2:47][NH2:48])[OH:46], predict the reaction product. The product is: [CH:13]([NH2:14])([CH3:18])[CH3:12].[OH:46][CH2:45][CH2:47][NH:48][C:24]([C:26]1[O:30][N:29]=[C:28]([O:31][CH2:32][C:33]2[C:34]([CH2:39][CH2:44][CH2:43][CH3:42])=[N:35][O:36][C:37]=2[CH3:38])[CH:27]=1)=[O:25]. (5) Given the reactants [NH2:1][C@@H:2]1[C@@H:7]([O:8][CH2:9][C:10]2[CH:15]=[CH:14][CH:13]=[CH:12][CH:11]=2)[C@H:6]([O:16][CH2:17][C:18]2[CH:23]=[CH:22][CH:21]=[CH:20][CH:19]=2)[C@@H:5]([CH2:24][O:25][CH2:26][C:27]2[CH:32]=[CH:31][CH:30]=[CH:29][CH:28]=2)[CH2:4][C@H:3]1[OH:33].N[C@H]1[C@H](OCC2C=CC=CC=2)[C@@H](OCC2C=CC=CC=2)[C@H](COCC2C=CC=CC=2)C[C@H]1O, predict the reaction product. The product is: [NH2:1][C@H:2]1[C@H:7]([O:8][CH2:9][C:10]2[CH:11]=[CH:12][CH:13]=[CH:14][CH:15]=2)[C@@H:6]([O:16][CH2:17][C:18]2[CH:19]=[CH:20][CH:21]=[CH:22][CH:23]=2)[C@H:5]([CH2:24][O:25][CH2:26][C:27]2[CH:32]=[CH:31][CH:30]=[CH:29][CH:28]=2)[CH2:4][C@@H:3]1[OH:33].